Dataset: hERG potassium channel inhibition data for cardiac toxicity prediction from Karim et al.. Task: Regression/Classification. Given a drug SMILES string, predict its toxicity properties. Task type varies by dataset: regression for continuous values (e.g., LD50, hERG inhibition percentage) or binary classification for toxic/non-toxic outcomes (e.g., AMES mutagenicity, cardiotoxicity, hepatotoxicity). Dataset: herg_karim. (1) The molecule is CN1CCC[C@H](c2nc3ccccc3n2Cc2ccc(F)cc2)C1. The result is 1 (blocker). (2) The molecule is CNC(=O)c1ccc(C2=CC3(CCNCC3)Oc3ccccc32)cc1. The result is 0 (non-blocker). (3) The molecule is Cc1cccc(N2CCN(CCCCCCN3CCN(c4ccnc5ccccc45)CC3)CC2)c1. The result is 1 (blocker). (4) The drug is COc1ccc(S(=O)(=O)N2Cc3ccc(/C=C/C(=O)NO)cc3C2)cc1. The result is 0 (non-blocker). (5) The result is 0 (non-blocker). The molecule is COc1c(N2CC[C@@H](CN)C2)c(F)cc2c(=O)c(C(=O)O)cn(C3CC3)c12. (6) The molecule is CCCCCCCCCCCCc1ccc(S(=O)(=O)Nc2nncs2)cc1. The result is 0 (non-blocker). (7) The drug is C[C@H]1CN(Cc2ccc(-c3cccnc3C(=O)N3CCC(Nc4ccc(F)cc4)CC3)cc2)C[C@@H](C)N1. The result is 0 (non-blocker). (8) The drug is C[C@H](CN(C)C)Oc1nc(Nc2cc3cccc(Cl)c3cn2)cnc1C#N. The result is 1 (blocker). (9) The compound is COc1ccc(CCN(C)CCCC(C#N)(c2ccc(OC)c(OC)c2)C(C)C)cc1OC. The result is 1 (blocker).